This data is from Peptide-MHC class II binding affinity with 134,281 pairs from IEDB. The task is: Regression. Given a peptide amino acid sequence and an MHC pseudo amino acid sequence, predict their binding affinity value. This is MHC class II binding data. (1) The MHC is HLA-DQA10101-DQB10501 with pseudo-sequence HLA-DQA10101-DQB10501. The binding affinity (normalized) is 0.420. The peptide sequence is ACSLFLNYAVSFNYF. (2) The peptide sequence is VREAIKRRLRTLILA. The MHC is DRB5_0101 with pseudo-sequence DRB5_0101. The binding affinity (normalized) is 0.316. (3) The peptide sequence is AGGAGGVGAVGGKRG. The MHC is HLA-DQA10301-DQB10302 with pseudo-sequence HLA-DQA10301-DQB10302. The binding affinity (normalized) is 0.0956. (4) The peptide sequence is THIFAEVLKD. The MHC is HLA-DPA10201-DPB10501 with pseudo-sequence HLA-DPA10201-DPB10501. The binding affinity (normalized) is 0.475.